This data is from Full USPTO retrosynthesis dataset with 1.9M reactions from patents (1976-2016). The task is: Predict the reactants needed to synthesize the given product. (1) Given the product [O:1]1[CH2:2][CH2:3][N:4]([CH2:7][C:8]2[S:16][C:15]([NH2:19])=[N:14][CH:12]=2)[CH2:5][CH2:6]1, predict the reactants needed to synthesize it. The reactants are: [O:1]1[CH2:6][CH2:5][N:4]([CH2:7][C:8]2N=C(N)S[CH:12]=2)[CH2:3][CH2:2]1.[NH2:14][C:15]1[S:16]C(C(OCC)=O)=C[N:19]=1. (2) Given the product [OH:2][C:3]1([C:9]#[C:10][Si:11]([CH3:13])([CH3:12])[CH3:14])[CH2:8][CH2:7][N:6]([C:31](=[O:32])[CH2:30][C:27]2[CH:26]=[CH:25][C:24]([N:19]3[CH:23]=[N:22][N:21]=[N:20]3)=[CH:29][CH:28]=2)[CH2:5][CH2:4]1, predict the reactants needed to synthesize it. The reactants are: [Cl-].[OH:2][C:3]1([C:9]#[C:10][Si:11]([CH3:14])([CH3:13])[CH3:12])[CH2:8][CH2:7][NH2+:6][CH2:5][CH2:4]1.C(Cl)CCl.[N:19]1([C:24]2[CH:29]=[CH:28][C:27]([CH2:30][C:31](O)=[O:32])=[CH:26][CH:25]=2)[CH:23]=[N:22][N:21]=[N:20]1.C(N(CC)CC)C.